Dataset: Forward reaction prediction with 1.9M reactions from USPTO patents (1976-2016). Task: Predict the product of the given reaction. The product is: [N:21]1[CH:22]=[CH:23][CH:24]=[C:19]([O:18][C:2]2[CH:9]=[CH:8][C:5]([CH:6]=[O:7])=[C:4]([O:10][CH3:11])[CH:3]=2)[CH:20]=1. Given the reactants Br[C:2]1[CH:9]=[CH:8][C:5]([CH:6]=[O:7])=[C:4]([O:10][CH3:11])[CH:3]=1.C(=O)([O-])[O-].[Cs+].[Cs+].[OH:18][C:19]1[CH:20]=[N:21][CH:22]=[CH:23][CH:24]=1.CC(C)(C(=O)CC(=O)C(C)(C)C)C, predict the reaction product.